Dataset: Forward reaction prediction with 1.9M reactions from USPTO patents (1976-2016). Task: Predict the product of the given reaction. (1) Given the reactants COC1C=C(OC)C=CC=1C[N:6]1[C:10]([C:11]2[C:19]3[C:14](=[N:15][CH:16]=[CH:17][CH:18]=3)[N:13]([CH2:20][C:21]3[CH:26]=[CH:25][CH:24]=[CH:23][C:22]=3[F:27])[N:12]=2)=[N:9][N:8]([CH3:28])[C:7]1=[O:29].C1(C)C=CC(S(O)(=O)=O)=CC=1, predict the reaction product. The product is: [F:27][C:22]1[CH:23]=[CH:24][CH:25]=[CH:26][C:21]=1[CH2:20][N:13]1[C:14]2=[N:15][CH:16]=[CH:17][CH:18]=[C:19]2[C:11]([C:10]2[NH:6][C:7](=[O:29])[N:8]([CH3:28])[N:9]=2)=[N:12]1. (2) Given the reactants [C:1]1([C:7]([C:9]2[S:10][CH:11]=[CH:12][CH:13]=2)=[O:8])[CH:6]=[CH:5][CH:4]=[CH:3][CH:2]=1.[BH4-].[Na+].O, predict the reaction product. The product is: [C:1]1([CH:7]([C:9]2[S:10][CH:11]=[CH:12][CH:13]=2)[OH:8])[CH:2]=[CH:3][CH:4]=[CH:5][CH:6]=1.